Dataset: Catalyst prediction with 721,799 reactions and 888 catalyst types from USPTO. Task: Predict which catalyst facilitates the given reaction. (1) Reactant: [CH2:1]([N:8]([CH2:12][C:13]1[CH:18]=[CH:17][CH:16]=[CH:15][CH:14]=1)[CH2:9][CH2:10]O)[C:2]1[CH:7]=[CH:6][CH:5]=[CH:4][CH:3]=1.C1CCCCC1.S(Br)([Br:27])=O.C(=O)([O-])O.[Na+]. Product: [CH2:1]([N:8]([CH2:12][C:13]1[CH:18]=[CH:17][CH:16]=[CH:15][CH:14]=1)[CH2:9][CH2:10][Br:27])[C:2]1[CH:7]=[CH:6][CH:5]=[CH:4][CH:3]=1. The catalyst class is: 3. (2) Reactant: [NH2:1][C:2]1[C:7]([S:8]([NH:11][C:12]2[CH:13]=[N:14][C:15]([O:20][CH3:21])=[C:16]([O:18][CH3:19])[CH:17]=2)(=[O:10])=[O:9])=[CH:6][CH:5]=[CH:4][N:3]=1.[C:22](N1C=CN=C1)(N1C=CN=C1)=[O:23]. Product: [CH3:19][O:18][C:16]1[CH:17]=[C:12]([N:11]2[C:22](=[O:23])[NH:1][C:2]3[N:3]=[CH:4][CH:5]=[CH:6][C:7]=3[S:8]2(=[O:10])=[O:9])[CH:13]=[N:14][C:15]=1[O:20][CH3:21]. The catalyst class is: 26. (3) Reactant: O[C@H:2]([CH3:35])[CH2:3][NH:4][C:5]([C:7]1[NH:8][C:9]([C:12]2[CH:17]=[C:16]([O:18][C:19]3[CH:24]=[CH:23][C:22]([S:25]([CH3:28])(=[O:27])=[O:26])=[CH:21][CH:20]=3)[CH:15]=[C:14]([O:29][C@@H:30]([CH3:34])[CH2:31][O:32][CH3:33])[CH:13]=2)=[CH:10][CH:11]=1)=[O:6].CS(O)(=O)=O.C(N(CC)CC)C.C(=O)([O-])O.[Na+]. Product: [CH3:33][O:32][CH2:31][C@H:30]([CH3:34])[O:29][C:14]1[CH:13]=[C:12]([C:9]2[NH:8][C:7]([C:5]3[O:6][C@@H:2]([CH3:35])[CH2:3][N:4]=3)=[CH:11][CH:10]=2)[CH:17]=[C:16]([O:18][C:19]2[CH:24]=[CH:23][C:22]([S:25]([CH3:28])(=[O:26])=[O:27])=[CH:21][CH:20]=2)[CH:15]=1. The catalyst class is: 7. (4) Reactant: [Cl:1][C:2]1[CH:9]=[C:8]([NH:10][CH2:11][CH3:12])[C:5]([CH:6]=O)=[CH:4][N:3]=1.[Cl:13][C:14]1[CH:19]=[CH:18][CH:17]=[C:16]([F:20])[C:15]=1[CH2:21][C:22]([O:24]CC)=O.C([O-])([O-])=O.[K+].[K+]. Product: [Cl:1][C:2]1[CH:9]=[C:8]2[C:5]([CH:6]=[C:21]([C:15]3[C:16]([F:20])=[CH:17][CH:18]=[CH:19][C:14]=3[Cl:13])[C:22](=[O:24])[N:10]2[CH2:11][CH3:12])=[CH:4][N:3]=1. The catalyst class is: 3. (5) Reactant: C[O:2][C:3](=[O:27])[CH2:4][CH2:5][N:6]1[C:14]2[C:9](=[CH:10][CH:11]=[C:12]([O:15][CH3:16])[CH:13]=2)[C:8]([S:17]([C:20]2[CH:25]=[CH:24][C:23]([CH3:26])=[CH:22][CH:21]=2)(=[O:19])=[O:18])=[CH:7]1.[OH-].[K+]. Product: [CH3:16][O:15][C:12]1[CH:13]=[C:14]2[C:9]([C:8]([S:17]([C:20]3[CH:21]=[CH:22][C:23]([CH3:26])=[CH:24][CH:25]=3)(=[O:18])=[O:19])=[CH:7][N:6]2[CH2:5][CH2:4][C:3]([OH:27])=[O:2])=[CH:10][CH:11]=1. The catalyst class is: 7.